Task: Regression. Given a peptide amino acid sequence and an MHC pseudo amino acid sequence, predict their binding affinity value. This is MHC class II binding data.. Dataset: Peptide-MHC class II binding affinity with 134,281 pairs from IEDB The peptide sequence is DEARRMWASAQNISG. The MHC is HLA-DQA10501-DQB10201 with pseudo-sequence HLA-DQA10501-DQB10201. The binding affinity (normalized) is 0.188.